From a dataset of Reaction yield outcomes from USPTO patents with 853,638 reactions. Predict the reaction yield, written as a fraction of the theoretical maximum amount of product (1.0 means a 100% yield; for example, 0.34 means a 34% yield). (1) The reactants are Br[C:2]1[N:6]2[CH:7]=[CH:8][N:9]=[CH:10][C:5]2=[N:4][CH:3]=1.P([O-])([O-])([O-])=O.[K+].[K+].[K+].CC1(C)C(C)(C)OB([C:27]2[CH:28]=[C:29]([C:33]3[C:34]([C:39]#[N:40])=[CH:35][CH:36]=[CH:37][CH:38]=3)[CH:30]=[CH:31][CH:32]=2)O1. The catalyst is CN(C)C(=O)C.O.C(=O)([O-])O.[Na+].C1C=CC([P]([Pd]([P](C2C=CC=CC=2)(C2C=CC=CC=2)C2C=CC=CC=2)([P](C2C=CC=CC=2)(C2C=CC=CC=2)C2C=CC=CC=2)[P](C2C=CC=CC=2)(C2C=CC=CC=2)C2C=CC=CC=2)(C2C=CC=CC=2)C2C=CC=CC=2)=CC=1. The product is [N:4]1[CH:3]=[C:2]([C:31]2[CH:30]=[C:29]([C:33]3[C:34]([C:39]#[N:40])=[CH:35][CH:36]=[CH:37][CH:38]=3)[CH:28]=[CH:27][CH:32]=2)[N:6]2[CH:7]=[CH:8][N:9]=[CH:10][C:5]=12. The yield is 0.370. (2) The reactants are [H-].[Na+].[Si:3]([O:20][CH2:21][CH2:22][O:23][CH2:24][C@H:25]([OH:36])[C:26]([NH:28][C:29]1[CH:34]=[CH:33][C:32]([Cl:35])=[CH:31][N:30]=1)=[O:27])([C:16]([CH3:19])([CH3:18])[CH3:17])([C:10]1[CH:15]=[CH:14][CH:13]=[CH:12][CH:11]=1)[C:4]1[CH:9]=[CH:8][CH:7]=[CH:6][CH:5]=1.Cl[C:38]1[C:39]2[N:46]=[N:45][N:44]([C:47]3[CH:52]=[CH:51][CH:50]=[CH:49][C:48]=3[Cl:53])[C:40]=2[N:41]=[CH:42][N:43]=1.C(O)(=O)CC(CC(O)=O)(C(O)=O)O. The catalyst is C1COCC1. The product is [Si:3]([O:20][CH2:21][CH2:22][O:23][CH2:24][C@H:25]([O:36][C:38]1[C:39]2[N:46]=[N:45][N:44]([C:47]3[CH:52]=[CH:51][CH:50]=[CH:49][C:48]=3[Cl:53])[C:40]=2[N:41]=[CH:42][N:43]=1)[C:26]([NH:28][C:29]1[CH:34]=[CH:33][C:32]([Cl:35])=[CH:31][N:30]=1)=[O:27])([C:16]([CH3:17])([CH3:18])[CH3:19])([C:10]1[CH:11]=[CH:12][CH:13]=[CH:14][CH:15]=1)[C:4]1[CH:5]=[CH:6][CH:7]=[CH:8][CH:9]=1. The yield is 0.990. (3) The reactants are [Cl:1][C:2]1[CH:22]=[CH:21][C:5]([O:6][C:7]2[CH:12]=[CH:11][CH:10]=[CH:9][C:8]=2[CH:13]2[CH:17](O)[CH2:16][N:15]([CH3:19])[C:14]2=[O:20])=[CH:4][CH:3]=1. The catalyst is ClCCl. The product is [Cl:1][C:2]1[CH:22]=[CH:21][C:5]2[O:6][C:7]3[CH:12]=[CH:11][CH:10]=[CH:9][C:8]=3[C@@H:13]3[C:14](=[O:20])[N:15]([CH3:19])[CH2:16][C@@H:17]3[C:4]=2[CH:3]=1. The yield is 0.177. (4) The reactants are [NH2:1][C@@H:2]([CH2:42][C:43]1[CH:48]=[CH:47][CH:46]=[CH:45][CH:44]=1)[CH2:3][C@H:4]([OH:41])[C@@H:5]([NH:19][C:20](=[O:40])[C@@H:21]([N:26]1[CH2:30][CH2:29][N:28]([CH2:31][C:32]2[CH:37]=[CH:36][CH:35]=[C:34]([CH3:38])[N:33]=2)[C:27]1=[O:39])[C:22]([CH3:25])([CH3:24])[CH3:23])[CH2:6][C:7]1[CH:12]=[CH:11][C:10]([C:13]2[CH:18]=[CH:17][CH:16]=[CH:15][N:14]=2)=[CH:9][CH:8]=1.[CH3:49][O:50][C:51]([NH:53][C@@H:54]([C:58]([CH3:61])([CH3:60])[CH3:59])[C:55](O)=[O:56])=[O:52].CCOP(ON1N=NC2C=CC=CC=2C1=O)(OCC)=O.C(N(CC)C(C)C)(C)C. The catalyst is C1COCC1. The product is [CH2:42]([C@H:2]([NH:1][C:55]([C@@H:54]([NH:53][C:51](=[O:52])[O:50][CH3:49])[C:58]([CH3:61])([CH3:60])[CH3:59])=[O:56])[CH2:3][C@H:4]([OH:41])[C@@H:5]([NH:19][C:20](=[O:40])[C@@H:21]([N:26]1[CH2:30][CH2:29][N:28]([CH2:31][C:32]2[CH:37]=[CH:36][CH:35]=[C:34]([CH3:38])[N:33]=2)[C:27]1=[O:39])[C:22]([CH3:24])([CH3:23])[CH3:25])[CH2:6][C:7]1[CH:8]=[CH:9][C:10]([C:13]2[CH:18]=[CH:17][CH:16]=[CH:15][N:14]=2)=[CH:11][CH:12]=1)[C:43]1[CH:44]=[CH:45][CH:46]=[CH:47][CH:48]=1. The yield is 0.110. (5) The reactants are [O:1]=[C:2]1[C:10]2[C:5](=[C:6]([C:11]3[CH:16]=[CH:15][C:14]([NH:17][C:18]([NH2:20])=[S:19])=[CH:13][CH:12]=3)[CH:7]=[CH:8][CH:9]=2)[CH2:4][NH:3]1.Br[CH2:22][C:23]([C:25]1[CH:30]=[CH:29][C:28]([O:31][CH3:32])=[CH:27][CH:26]=1)=O. The catalyst is C(O)C. The product is [CH3:32][O:31][C:28]1[CH:29]=[CH:30][C:25]([C:23]2[N:20]=[C:18]([NH:17][C:14]3[CH:13]=[CH:12][C:11]([C:6]4[CH:7]=[CH:8][CH:9]=[C:10]5[C:5]=4[CH2:4][NH:3][C:2]5=[O:1])=[CH:16][CH:15]=3)[S:19][CH:22]=2)=[CH:26][CH:27]=1. The yield is 0.900. (6) The reactants are [Br-].[CH2:2]([P+](CCCC)(CCCC)CCCC)[CH:3]=[C:4]([CH2:6][CH2:7][CH:8]=[C:9]([CH2:11][CH2:12][CH:13]=[C:14]([CH3:16])[CH3:15])[CH3:10])[CH3:5].[CH3:30][C:31]1[CH2:36][CH2:35][CH2:34][C:33]([CH3:38])([CH3:37])[C:32]=1/[CH:39]=[CH:40]/[C:41](/[CH3:55])=[CH:42]/[CH:43]=[CH:44]/[C:45](/[CH3:54])=[CH:46]/[CH:47]=[CH:48]/[CH:49]=[C:50](/[CH:52]=O)\[CH3:51].C[O-].[Na+]. The catalyst is C1CCCCC1. The product is [CH3:30][C:31]1[CH2:36][CH2:35][CH2:34][C:33]([CH3:38])([CH3:37])[C:32]=1/[CH:39]=[CH:40]/[C:41](/[CH3:55])=[CH:42]/[CH:43]=[CH:44]/[C:45](/[CH3:54])=[CH:46]/[CH:47]=[CH:48]/[CH:49]=[C:50](/[CH:52]=[CH:2]/[CH:3]=[C:4](/[CH2:6][CH2:7]/[CH:8]=[C:9](/[CH2:11][CH2:12][CH:13]=[C:14]([CH3:15])[CH3:16])\[CH3:10])\[CH3:5])\[CH3:51]. The yield is 0.780. (7) The reactants are [CH2:1]([N:8]([CH2:10][CH2:11][NH:12][C:13](=[O:19])[O:14][C:15]([CH3:18])([CH3:17])[CH3:16])C)C1C=CC=CC=1. The catalyst is CO.O.[OH-].[OH-].[Pd+2]. The product is [CH3:1][NH:8][CH2:10][CH2:11][NH:12][C:13](=[O:19])[O:14][C:15]([CH3:17])([CH3:16])[CH3:18]. The yield is 0.940. (8) No catalyst specified. The reactants are [Br:1][C:2]1[CH:3]=[C:4]2[C:9](=[CH:10][C:11]=1[O:12][CH3:13])[N:8]=[C:7](O)[N:6]=[CH:5]2.P(Cl)(Cl)([Cl:17])=O. The product is [Br:1][C:2]1[CH:3]=[C:4]2[C:9](=[CH:10][C:11]=1[O:12][CH3:13])[N:8]=[C:7]([Cl:17])[N:6]=[CH:5]2. The yield is 0.750. (9) The reactants are [CH3:1][O:2][C:3](=[O:21])[C:4]1[CH:9]=[C:8]([N+:10]([O-])=O)[CH:7]=[C:6]([N:13]2[CH:18]=[CH:17][C:16]([CH3:19])=[CH:15][C:14]2=[O:20])[CH:5]=1.Cl[Sn]Cl. The catalyst is CO. The product is [CH3:1][O:2][C:3](=[O:21])[C:4]1[CH:5]=[C:6]([N:13]2[CH:18]=[CH:17][C:16]([CH3:19])=[CH:15][C:14]2=[O:20])[CH:7]=[C:8]([NH2:10])[CH:9]=1. The yield is 1.00. (10) The product is [CH:6]([C:5]1[CH:8]=[CH:9][C:2]([O:1][C:19]2[CH:26]=[CH:25][C:22]([C:23]#[N:24])=[CH:21][CH:20]=2)=[C:3]([O:10][CH3:11])[CH:4]=1)=[O:7]. The yield is 0.0900. The catalyst is CS(C)=O. The reactants are [OH:1][C:2]1[CH:9]=[CH:8][C:5]([CH:6]=[O:7])=[CH:4][C:3]=1[O:10][CH3:11].C(=O)([O-])[O-].[Li+].[Li+].F[C:19]1[CH:26]=[CH:25][C:22]([C:23]#[N:24])=[CH:21][CH:20]=1.O.